This data is from Reaction yield outcomes from USPTO patents with 853,638 reactions. The task is: Predict the reaction yield, written as a fraction of the theoretical maximum amount of product (1.0 means a 100% yield; for example, 0.34 means a 34% yield). The reactants are C([O-])(=O)C.[NH4+:5].[C:6]([NH:9][CH:10]([C:16](=O)[CH3:17])[C:11]([O:13][CH2:14][CH3:15])=[O:12])(=O)[CH3:7]. The catalyst is C(O)(=O)C. The product is [CH3:7][C:6]1[NH:9][C:10]([C:11]([O:13][CH2:14][CH3:15])=[O:12])=[C:16]([CH3:17])[N:5]=1. The yield is 0.670.